Dataset: Forward reaction prediction with 1.9M reactions from USPTO patents (1976-2016). Task: Predict the product of the given reaction. (1) Given the reactants [NH2:1][CH2:2][C:3]1[CH:4]=[C:5]2[C:10](=[CH:11][C:12]=1[C:13]([F:16])([F:15])[F:14])[NH:9][C:8](=[O:17])[N:7]([NH:18][S:19]([CH3:22])(=[O:21])=[O:20])[C:6]2=[O:23].CO[CH:26]1[CH2:30][CH2:29][CH:28](OC)O1, predict the reaction product. The product is: [O:17]=[C:8]1[N:7]([NH:18][S:19]([CH3:22])(=[O:20])=[O:21])[C:6](=[O:23])[C:5]2[C:10](=[CH:11][C:12]([C:13]([F:15])([F:16])[F:14])=[C:3]([CH2:2][N:1]3[CH:26]=[CH:30][CH:29]=[CH:28]3)[CH:4]=2)[NH:9]1. (2) Given the reactants [C:1]1([C:7]2[N:12]=[C:11]3[CH:13]=[CH:14][NH:15][C:10]3=[C:9]([C:16]([NH2:18])=[O:17])[CH:8]=2)[CH:6]=[CH:5][CH:4]=[CH:3][CH:2]=1.[CH2:19]([N:26]1[CH2:31][CH2:30][CH2:29][CH2:28][C:27]1=O)[C:20]1[CH:25]=[CH:24][CH:23]=[CH:22][CH:21]=1.C[O-].[Na+], predict the reaction product. The product is: [C:1]1([C:7]2[N:12]=[C:11]3[C:13]([C:29]4[CH2:30][CH2:31][N:26]([CH2:19][C:20]5[CH:25]=[CH:24][CH:23]=[CH:22][CH:21]=5)[CH2:27][CH:28]=4)=[CH:14][NH:15][C:10]3=[C:9]([C:16]([NH2:18])=[O:17])[CH:8]=2)[CH:2]=[CH:3][CH:4]=[CH:5][CH:6]=1. (3) Given the reactants ClCCl.Br[C:5]1[CH:6]=[C:7]([F:17])[C:8]2[N:12]([CH3:13])[C:11](=[O:14])[N:10]([CH3:15])[C:9]=2[CH:16]=1.[CH3:18][C:19]1([CH3:35])[C:23]([CH3:25])([CH3:24])[O:22][B:21]([B:21]2[O:22][C:23]([CH3:25])([CH3:24])[C:19]([CH3:35])([CH3:18])[O:20]2)[O:20]1.C([O-])(=O)C.[K+], predict the reaction product. The product is: [F:17][C:7]1[C:8]2[N:12]([CH3:13])[C:11](=[O:14])[N:10]([CH3:15])[C:9]=2[CH:16]=[C:5]([B:21]2[O:22][C:23]([CH3:25])([CH3:24])[C:19]([CH3:35])([CH3:18])[O:20]2)[CH:6]=1.